The task is: Predict which catalyst facilitates the given reaction.. This data is from Catalyst prediction with 721,799 reactions and 888 catalyst types from USPTO. (1) Reactant: [OH:1][C:2]1[CH:10]=[CH:9][C:5]2[N:6]=[CH:7][S:8][C:4]=2[CH:3]=1.Br[CH:12]([CH2:22][CH3:23])[C:13]([NH:15][C:16]([CH3:21])([CH3:20])[C:17]#[C:18][CH3:19])=[O:14].C(=O)([O-])[O-].[K+].[K+].Cl. Product: [S:8]1[C:4]2[CH:3]=[C:2]([O:1][CH:12]([CH2:22][CH3:23])[C:13]([NH:15][C:16]([CH3:21])([CH3:20])[C:17]#[C:18][CH3:19])=[O:14])[CH:10]=[CH:9][C:5]=2[N:6]=[CH:7]1. The catalyst class is: 35. (2) Reactant: Cl[C:2]1[C:7]([C:8]([O:10]CC)=O)=[CH:6][N:5]=[CH:4][CH:3]=1.Cl.[CH2:14]([O:16][C:17](=[O:21])[CH2:18][NH:19][CH3:20])[CH3:15].[H-].[Na+].C(=O)([O-])[O-].[K+].[K+]. Product: [CH2:14]([O:16][C:17]([C:18]1[N:19]([CH3:20])[C:2]2[CH:3]=[CH:4][N:5]=[CH:6][C:7]=2[C:8]=1[OH:10])=[O:21])[CH3:15]. The catalyst class is: 3. (3) Reactant: [N+:1]([C:4]1[CH:5]=[C:6]2[C:10](=[CH:11][CH:12]=1)[NH:9][CH:8]=[CH:7]2)([O-:3])=[O:2].[C:13]1(=O)[NH:17][C:16](=O)C2=CC=CC=C12.[C:24](Cl)(=[O:28])[C:25](Cl)=[O:26].CNC.C1COCC1. Product: [CH3:16][N:17]([CH3:13])[C:24](=[O:28])[C:25]([C:7]1[C:6]2[C:10](=[CH:11][CH:12]=[C:4]([N+:1]([O-:3])=[O:2])[CH:5]=2)[NH:9][CH:8]=1)=[O:26]. The catalyst class is: 28. (4) Reactant: [CH2:1]([C:3]1[N:4]=[CH:5][N:6]([C:8]2[CH:23]=[C:13]3[C:14]4[C:19]([CH2:20][CH2:21][N:12]3[C:11](=[O:24])[CH2:10][N:9]=2)=[C:18](I)[CH:17]=[CH:16][CH:15]=4)[CH:7]=1)[CH3:2].C([Mg]Cl)(C)C.[C:30]1(=[O:34])[CH2:33][CH2:32][CH2:31]1. Product: [CH2:1]([C:3]1[N:4]=[CH:5][N:6]([C:8]2[CH:23]=[C:13]3[C:14]4[C:19]([CH2:20][CH2:21][N:12]3[C:11](=[O:24])[CH2:10][N:9]=2)=[C:18]([C:30]2([OH:34])[CH2:33][CH2:32][CH2:31]2)[CH:17]=[CH:16][CH:15]=4)[CH:7]=1)[CH3:2]. The catalyst class is: 1. (5) Reactant: [OH:1][CH2:2][C:3]1[CH:11]=[CH:10][C:6]([C:7]([OH:9])=O)=[CH:5][CH:4]=1.C(Cl)CCl.C1C=C2N=NN(O)C2=CC=1.O.[Cl:27][C:28]1[CH:29]=[C:30]([CH:35]=[CH:36][C:37]=1[O:38][CH:39]([CH3:41])[CH3:40])/[C:31](=[N:33]/O)/[NH2:32]. Product: [Cl:27][C:28]1[CH:29]=[C:30]([C:31]2[N:33]=[C:7]([C:6]3[CH:5]=[CH:4][C:3]([CH2:2][OH:1])=[CH:11][CH:10]=3)[O:9][N:32]=2)[CH:35]=[CH:36][C:37]=1[O:38][CH:39]([CH3:41])[CH3:40]. The catalyst class is: 3. (6) Reactant: Cl[C:2]1[C:11]2[C:6](=[CH:7][N:8]=[CH:9][CH:10]=2)[CH:5]=[C:4]([C:12]2[CH:17]=[CH:16][N:15]=[C:14]([Cl:18])[CH:13]=2)[N:3]=1.CCN(CC)CC.[NH:26]1[CH2:35][CH2:34][CH:29]([C:30]([O:32][CH3:33])=[O:31])[CH2:28][CH2:27]1.CS(C)=O. Product: [CH3:33][O:32][C:30]([CH:29]1[CH2:34][CH2:35][N:26]([C:2]2[C:11]3[C:6](=[CH:7][N:8]=[CH:9][CH:10]=3)[CH:5]=[C:4]([C:12]3[CH:17]=[CH:16][N:15]=[C:14]([Cl:18])[CH:13]=3)[N:3]=2)[CH2:27][CH2:28]1)=[O:31]. The catalyst class is: 6. (7) Reactant: [F:1][CH:2]([F:13])[O:3][C:4]1[N:9]=[CH:8][N:7]=[C:6]([CH2:10]O)[C:5]=1[CH3:12].S(Cl)([Cl:16])=O. Product: [Cl:16][CH2:10][C:6]1[C:5]([CH3:12])=[C:4]([O:3][CH:2]([F:13])[F:1])[N:9]=[CH:8][N:7]=1. The catalyst class is: 2.